Dataset: Reaction yield outcomes from USPTO patents with 853,638 reactions. Task: Predict the reaction yield, written as a fraction of the theoretical maximum amount of product (1.0 means a 100% yield; for example, 0.34 means a 34% yield). (1) The reactants are [CH3:1][O:2][C:3]1[CH:8]=[CH:7][C:6]([S:9][CH2:10][CH2:11][CH2:12][C:13]([OH:15])=O)=[CH:5][CH:4]=1.NC1C2C(=CC=CC=2)C=CN=1.[F:27][C:28]1[CH:33]=[CH:32][C:31]([S:34][CH2:35][CH2:36][CH2:37][C:38]([NH:40][C:41]2[C:50]3[C:45](=[CH:46][CH:47]=[CH:48][CH:49]=3)[CH:44]=[CH:43][N:42]=2)=[O:39])=[CH:30][CH:29]=1.[H-].[Na+].IC. The catalyst is CN(C)C=O.O. The product is [F:27][C:28]1[CH:33]=[CH:32][C:31]([S:34][CH2:35][CH2:36][CH2:37][C:38]([NH:40][C:41]2[C:50]3[C:45](=[CH:46][CH:47]=[CH:48][CH:49]=3)[CH:44]=[CH:43][N:42]=2)=[O:39])=[CH:30][CH:29]=1.[C:41]1([N:40]([CH3:38])[C:13](=[O:15])[CH2:12][CH2:11][CH2:10][S:9][C:6]2[CH:5]=[CH:4][C:3]([O:2][CH3:1])=[CH:8][CH:7]=2)[C:50]2[C:45](=[CH:46][CH:47]=[CH:48][CH:49]=2)[CH:44]=[CH:43][N:42]=1. The yield is 0.490. (2) The reactants are [Cl-].O[NH3+:3].[C:4](=[O:7])([O-])[OH:5].[Na+].CS(C)=O.[CH2:13]([C:17]1[N:18]=[C:19]([CH3:43])[N:20]([CH2:39][CH:40]2[CH2:42][CH2:41]2)[C:21](=[O:38])[C:22]=1[CH2:23][C:24]1[CH:29]=[CH:28][C:27]([C:30]2[C:31]([C:36]#[N:37])=[CH:32][CH:33]=[CH:34][CH:35]=2)=[CH:26][CH:25]=1)[CH2:14][CH2:15][CH3:16]. The catalyst is O.C(OCC)(=O)C. The product is [CH2:13]([C:17]1[N:18]=[C:19]([CH3:43])[N:20]([CH2:39][CH:40]2[CH2:41][CH2:42]2)[C:21](=[O:38])[C:22]=1[CH2:23][C:24]1[CH:29]=[CH:28][C:27]([C:30]2[CH:35]=[CH:34][CH:33]=[CH:32][C:31]=2[C:36]2[NH:3][C:4](=[O:7])[O:5][N:37]=2)=[CH:26][CH:25]=1)[CH2:14][CH2:15][CH3:16]. The yield is 0.140. (3) The reactants are [CH2:1]1[C:9]2[C:4](=[CH:5][CH:6]=[CH:7][CH:8]=2)[CH2:3][CH:2]1[N:10]1[C:19](=[O:20])[C:18]2[C:13](=[CH:14][C:15]([C:21]([F:24])([F:23])[F:22])=[CH:16][CH:17]=2)[NH:12][C:11]1=S.[NH2:26]O.C(OO)(C)(C)C.O. The catalyst is CC(O)C. The product is [NH2:26][C:11]1[N:10]([CH:2]2[CH2:3][C:4]3[C:9](=[CH:8][CH:7]=[CH:6][CH:5]=3)[CH2:1]2)[C:19](=[O:20])[C:18]2[C:13](=[CH:14][C:15]([C:21]([F:24])([F:23])[F:22])=[CH:16][CH:17]=2)[N:12]=1. The yield is 0.614. (4) The reactants are [NH2:1][C:2]1[CH:10]=[CH:9][CH:8]=[C:7]([F:11])[C:3]=1[C:4]([OH:6])=O.Cl.[F:13][C:14]1[CH:19]=[CH:18][CH:17]=[CH:16][C:15]=1[NH:20][NH2:21].C1C=CC2N(O)N=NC=2C=1.CN1CCOCC1.CCN=C=NCCCN(C)C.Cl. The catalyst is C1COCC1. The product is [F:13][C:14]1[CH:19]=[CH:18][CH:17]=[CH:16][C:15]=1[NH:20][NH:21][C:4](=[O:6])[C:3]1[C:7]([F:11])=[CH:8][CH:9]=[CH:10][C:2]=1[NH2:1]. The yield is 0.640. (5) The reactants are [CH3:1][NH:2][C:3]([C:5]1[C:9]([N+:10]([O-])=O)=[CH:8][N:7]([CH3:13])[N:6]=1)=[O:4]. The catalyst is C(O)C.[Pd]. The product is [CH3:1][NH:2][C:3]([C:5]1[C:9]([NH2:10])=[CH:8][N:7]([CH3:13])[N:6]=1)=[O:4]. The yield is 0.910. (6) The reactants are C([O:3][C:4]([C:6]1[C:7]([CH3:24])=[N:8][C:9]2[C:14]([C:15]=1[NH2:16])=[C:13]([O:17][CH2:18][CH:19]1[CH2:23][CH2:22][CH2:21][CH2:20]1)[CH:12]=[CH:11][CH:10]=2)=[O:5])C.[OH-].[Na+]. The catalyst is CCO. The product is [NH2:16][C:15]1[C:14]2[C:9](=[CH:10][CH:11]=[CH:12][C:13]=2[O:17][CH2:18][CH:19]2[CH2:23][CH2:22][CH2:21][CH2:20]2)[N:8]=[C:7]([CH3:24])[C:6]=1[C:4]([OH:5])=[O:3]. The yield is 0.490. (7) The reactants are [NH:1]([CH2:8][C:9]([NH:11][NH:12][C:13]([C:15]1[NH:16][C:17]2[C:22]([CH:23]=1)=[CH:21][C:20]([Cl:24])=[CH:19][CH:18]=2)=[O:14])=[O:10])[C:2]1[CH:7]=[CH:6][CH:5]=[CH:4][CH:3]=1.[C:25](N1C=CN=C1)(N1C=CN=C1)=[O:26].C(O)(=O)CC(CC(O)=O)(C(O)=O)O. The catalyst is C1COCC1. The product is [O:26]=[C:25]1[N:11]([NH:12][C:13]([C:15]2[NH:16][C:17]3[C:22]([CH:23]=2)=[CH:21][C:20]([Cl:24])=[CH:19][CH:18]=3)=[O:14])[C:9](=[O:10])[CH2:8][N:1]1[C:2]1[CH:3]=[CH:4][CH:5]=[CH:6][CH:7]=1. The yield is 0.100. (8) The reactants are [CH:1]([N:4]1[CH2:9][CH2:8][N:7]([C:10]2[CH:15]=[CH:14][C:13]([N+:16]([O-])=O)=[CH:12][N:11]=2)[CH2:6][CH2:5]1)([CH3:3])[CH3:2].O.O.[Sn](Cl)Cl.Cl. The catalyst is CO. The product is [CH:1]([N:4]1[CH2:5][CH2:6][N:7]([C:10]2[N:11]=[CH:12][C:13]([NH2:16])=[CH:14][CH:15]=2)[CH2:8][CH2:9]1)([CH3:3])[CH3:2]. The yield is 0.860. (9) The reactants are [CH2:1]1[C:6](=[O:7])[C@@H:5]([OH:8])[C@H:4]([OH:9])[C@@H:3]([OH:10])[C@@H:2]1O. The catalyst is O.C(O)(=O)C. The product is [OH:10][C@@H:3]1[C@@H:4]([OH:9])[C@H:5]([OH:8])[C:6](=[O:7])[CH:1]=[CH:2]1. The yield is 0.330.